From a dataset of Forward reaction prediction with 1.9M reactions from USPTO patents (1976-2016). Predict the product of the given reaction. (1) The product is: [Cl:1][C:2]1[CH:3]=[C:4]([C@@H:12]([CH2:16][CH:17]2[CH2:21][CH2:20][CH2:19][CH2:18]2)[C:13]([NH:28][C:29]2[CH:30]=[CH:31][C:32]([NH:35][S:36]([CH3:39])(=[O:38])=[O:37])=[CH:33][N:34]=2)=[O:15])[CH:5]=[CH:6][C:7]=1[S:8]([CH3:11])(=[O:9])=[O:10]. Given the reactants [Cl:1][C:2]1[CH:3]=[C:4]([C@@H:12]([CH2:16][CH:17]2[CH2:21][CH2:20][CH2:19][CH2:18]2)[C:13]([OH:15])=O)[CH:5]=[CH:6][C:7]=1[S:8]([CH3:11])(=[O:10])=[O:9].C(Cl)(=O)C(Cl)=O.[NH2:28][C:29]1[N:34]=[CH:33][C:32]([NH:35][S:36]([CH3:39])(=[O:38])=[O:37])=[CH:31][CH:30]=1.N1C=CC=CC=1, predict the reaction product. (2) Given the reactants [Br:1]Br.[N:3]1[N:4]2[CH2:10][CH2:9][CH2:8][C:5]2=[CH:6][CH:7]=1.CC([O-])=O.[Na+].C(=O)(O)[O-].[Na+], predict the reaction product. The product is: [Br:1][C:6]1[CH:7]=[N:3][N:4]2[CH2:10][CH2:9][CH2:8][C:5]=12. (3) Given the reactants [OH:1][C:2]1[CH:9]=[CH:8][C:5]([C:6]#[N:7])=[CH:4][C:3]=1[O:10][CH3:11].C(=O)([O-])[O-].[K+].[K+].[CH:18](I)([CH3:20])[CH3:19], predict the reaction product. The product is: [CH:18]([O:1][C:2]1[CH:9]=[CH:8][C:5]([C:6]#[N:7])=[CH:4][C:3]=1[O:10][CH3:11])([CH3:20])[CH3:19].